Dataset: Reaction yield outcomes from USPTO patents with 853,638 reactions. Task: Predict the reaction yield, written as a fraction of the theoretical maximum amount of product (1.0 means a 100% yield; for example, 0.34 means a 34% yield). The reactants are [NH2:1][C:2]1[C:10]2[C:9](=[O:11])[N:8]([CH3:12])[CH2:7][C:6]=2[C:5]([C:13]#[N:14])=[CH:4][CH:3]=1.[N-:15]=[N+:16]=[N-:17].[Na+].[Cl-].[NH4+]. The catalyst is CN(C=O)C. The product is [NH2:1][C:2]1[CH:3]=[CH:4][C:5]([C:13]2[N:15]=[N:16][NH:17][N:14]=2)=[C:6]2[C:10]=1[C:9](=[O:11])[N:8]([CH3:12])[CH2:7]2. The yield is 0.390.